Dataset: Forward reaction prediction with 1.9M reactions from USPTO patents (1976-2016). Task: Predict the product of the given reaction. (1) Given the reactants [OH:1][CH2:2][C:3]1[S:4][C:5]2[C:11]([C:12]3[CH:13]=[C:14]([CH:18]=[CH:19][CH:20]=3)[C:15](O)=[O:16])=[CH:10][CH:9]=[CH:8][C:6]=2[CH:7]=1.Cl.[NH2:22][CH2:23][C:24]([NH2:26])=[O:25], predict the reaction product. The product is: [NH2:26][C:24](=[O:25])[CH2:23][NH:22][C:15](=[O:16])[C:14]1[CH:18]=[CH:19][CH:20]=[C:12]([C:11]2[C:5]3[S:4][C:3]([CH2:2][OH:1])=[CH:7][C:6]=3[CH:8]=[CH:9][CH:10]=2)[CH:13]=1. (2) Given the reactants [C:1]([C:9]1[NH:13][C:12]([CH2:14][C:15]([O:17]CC)=[O:16])=[C:11](C(O)=O)[C:10]=1[CH3:23])(=[O:8])[C:2]1[CH:7]=[CH:6][CH:5]=[CH:4][CH:3]=1.N1C2C(=CC=CC=2)C=CC=1.Cl.C(C1NC(CC(OCC)=O)=CC=1C)(=O)C1C=CC=CC=1.[OH-].[Na+], predict the reaction product. The product is: [C:1]([C:9]1[NH:13][C:12]([CH2:14][C:15]([OH:17])=[O:16])=[CH:11][C:10]=1[CH3:23])(=[O:8])[C:2]1[CH:7]=[CH:6][CH:5]=[CH:4][CH:3]=1. (3) The product is: [CH2:42]([O:49][CH:8]=[CH:9][C:10]([O:12][C:13]1[CH:14]=[CH:15][C:16]([C:19]2[CH:20]=[CH:21][CH:22]=[CH:23][CH:24]=2)=[CH:17][CH:18]=1)=[O:11])[C:43]1[CH:48]=[CH:47][CH:46]=[CH:45][CH:44]=1. Given the reactants C1(S[CH:8]=[CH:9][C:10]([O:12][C:13]2[CH:18]=[CH:17][C:16]([C:19]3[CH:24]=[CH:23][CH:22]=[CH:21][CH:20]=3)=[CH:15][CH:14]=2)=[O:11])C=CC=CC=1.C(OC1C=CC(C2C=CC=CC=2)=CC=1)(=O)C#C.[CH2:42]([OH:49])[C:43]1[CH:48]=[CH:47][CH:46]=[CH:45][CH:44]=1, predict the reaction product. (4) Given the reactants OC(C(F)(F)F)=O.[CH3:8][N:9]([CH3:35])[S:10]([N:13]1[C:21]2[CH:20]=[CH:19][C:18]([C:22]([N:24]3[CH2:29][CH2:28][CH:27]([CH3:30])[CH2:26][CH2:25]3)=[O:23])=[CH:17][C:16]=2[C:15]2[CH2:31][NH:32][CH2:33][CH2:34][C:14]1=2)(=[O:12])=[O:11].[O:36]1[CH2:41][CH2:40][C:39](=O)[CH2:38][CH2:37]1, predict the reaction product. The product is: [CH3:35][N:9]([CH3:8])[S:10]([N:13]1[C:21]2[CH:20]=[CH:19][C:18]([C:22]([N:24]3[CH2:29][CH2:28][CH:27]([CH3:30])[CH2:26][CH2:25]3)=[O:23])=[CH:17][C:16]=2[C:15]2[CH2:31][N:32]([CH:39]3[CH2:40][CH2:41][O:36][CH2:37][CH2:38]3)[CH2:33][CH2:34][C:14]1=2)(=[O:11])=[O:12]. (5) Given the reactants [CH3:1][O:2][C:3]([C:5]1[CH:14]=[C:13]([O:15][CH2:16][C:17](=[O:43])[NH:18][C:19]2[CH:24]=[CH:23][C:22]([CH2:25][NH:26]C(OC(C)(C)C)=O)=[CH:21][C:20]=2[O:34][CH2:35][C:36]([O:38]C(C)(C)C)=[O:37])[C:12]2[C:7](=[CH:8][C:9]([Cl:45])=[CH:10][C:11]=2[Cl:44])[CH:6]=1)=[O:4].C(O)(C(F)(F)F)=O, predict the reaction product. The product is: [CH3:1][O:2][C:3]([C:5]1[CH:14]=[C:13]([O:15][CH2:16][C:17](=[O:43])[NH:18][C:19]2[CH:24]=[CH:23][C:22]([CH2:25][NH2:26])=[CH:21][C:20]=2[O:34][CH2:35][C:36]([OH:38])=[O:37])[C:12]2[C:7](=[CH:8][C:9]([Cl:45])=[CH:10][C:11]=2[Cl:44])[CH:6]=1)=[O:4]. (6) Given the reactants [CH3:1][C:2]([C:4]1[CH:9]=[CH:8][C:7]([N+:10]([O-:12])=[O:11])=[CH:6][CH:5]=1)=[O:3].[CH2:13]=O.[ClH:15].[CH3:16][NH:17][CH3:18], predict the reaction product. The product is: [ClH:15].[CH3:16][N:17]([CH3:13])[CH2:18][CH2:1][C:2]([C:4]1[CH:5]=[CH:6][C:7]([N+:10]([O-:12])=[O:11])=[CH:8][CH:9]=1)=[O:3]. (7) Given the reactants [Si]([O:8][C@H:9]([C:48]1[CH:53]=[CH:52][C:51]([OH:54])=[C:50]([NH:55][CH:56]=[O:57])[CH:49]=1)[CH2:10][NH:11][CH2:12][C:13]1[C:18]([CH3:19])=[CH:17][C:16]([NH:20][C:21]([CH2:23][CH2:24][N:25]2[CH2:30][CH2:29][CH:28]([O:31][C:32](=[O:46])[NH:33][C:34]3[CH:39]=[CH:38][CH:37]=[CH:36][C:35]=3[C:40]3[CH:45]=[CH:44][CH:43]=[CH:42][CH:41]=3)[CH2:27][CH2:26]2)=[O:22])=[C:15]([CH3:47])[CH:14]=1)(C(C)(C)C)(C)C.ClCCl.F.F.F.C(N(CC)CC)C, predict the reaction product. The product is: [CH:56]([NH:55][C:50]1[CH:49]=[C:48]([C@@H:9]([OH:8])[CH2:10][NH:11][CH2:12][C:13]2[C:18]([CH3:19])=[CH:17][C:16]([NH:20][C:21]([CH2:23][CH2:24][N:25]3[CH2:30][CH2:29][CH:28]([O:31][C:32](=[O:46])[NH:33][C:34]4[CH:39]=[CH:38][CH:37]=[CH:36][C:35]=4[C:40]4[CH:45]=[CH:44][CH:43]=[CH:42][CH:41]=4)[CH2:27][CH2:26]3)=[O:22])=[C:15]([CH3:47])[CH:14]=2)[CH:53]=[CH:52][C:51]=1[OH:54])=[O:57].